From a dataset of Reaction yield outcomes from USPTO patents with 853,638 reactions. Predict the reaction yield, written as a fraction of the theoretical maximum amount of product (1.0 means a 100% yield; for example, 0.34 means a 34% yield). (1) The reactants are [CH2:1]([N:8]1[C:13](=[O:14])[C:12]2[C:15](Cl)=[C:16]([CH3:21])[C:17](=[O:20])[N:18]([CH3:19])[C:11]=2[N:10]=[CH:9]1)[C:2]1[CH:7]=[CH:6][CH:5]=[CH:4][CH:3]=1.[F:23][C:24]1[CH:30]=[C:29]([N+:31]([O-:33])=[O:32])[CH:28]=[CH:27][C:25]=1[NH2:26].CC(C)([O-])C.[Na+].C(OCC)C. The catalyst is O1CCOCC1.C1C=CC(/C=C/C(/C=C/C2C=CC=CC=2)=O)=CC=1.C1C=CC(/C=C/C(/C=C/C2C=CC=CC=2)=O)=CC=1.C1C=CC(/C=C/C(/C=C/C2C=CC=CC=2)=O)=CC=1.[Pd].[Pd].CC1(C)C2C=CC=C(P(C3C=CC=CC=3)C3C=CC=CC=3)C=2OC2C1=CC=CC=2P(C1C=CC=CC=1)C1C=CC=CC=1. The product is [CH2:1]([N:8]1[C:13](=[O:14])[C:12]2[C:15]([NH:26][C:25]3[CH:27]=[CH:28][C:29]([N+:31]([O-:33])=[O:32])=[CH:30][C:24]=3[F:23])=[C:16]([CH3:21])[C:17](=[O:20])[N:18]([CH3:19])[C:11]=2[N:10]=[CH:9]1)[C:2]1[CH:7]=[CH:6][CH:5]=[CH:4][CH:3]=1. The yield is 0.420. (2) The reactants are I[C:2]1[C:10]2[N:9]3[CH:11]=[N:12][N:13]=[C:8]3[CH:7]=[N:6][C:5]=2[N:4]([CH2:14][O:15][CH2:16][CH2:17][Si:18]([CH3:21])([CH3:20])[CH3:19])[CH:3]=1.[CH3:22][OH:23].CN([CH:27]=[O:28])C. The catalyst is C1C=CC(P(C2C=CC=CC=2)[C-]2C=CC=C2)=CC=1.C1C=CC(P(C2C=CC=CC=2)[C-]2C=CC=C2)=CC=1.Cl[Pd]Cl.[Fe+2]. The product is [CH3:19][Si:18]([CH3:21])([CH3:20])[CH2:17][CH2:16][O:15][CH2:14][N:4]1[C:5]2[N:6]=[CH:7][C:8]3[N:9]([CH:11]=[N:12][N:13]=3)[C:10]=2[C:2]([C:22]([O:28][CH3:27])=[O:23])=[CH:3]1. The yield is 0.740. (3) The yield is 0.740. The catalyst is C1COCC1.CCOC(C)=O. The reactants are [H-].[Na+].C(OP([CH2:11][C:12]([O:14][CH2:15][CH3:16])=[O:13])(OCC)=O)C.[CH2:17]([C@H:19]1[C@@H:23]([C:24]2[N:28]3[C:29]4[CH:35]=[CH:34][N:33]([S:36]([C:39]5[CH:45]=[CH:44][C:42]([CH3:43])=[CH:41][CH:40]=5)(=[O:38])=[O:37])[C:30]=4[N:31]=[CH:32][C:27]3=[N:26][N:25]=2)[CH2:22][C:21](=O)[CH2:20]1)[CH3:18].C([O-])(O)=O.[Na+]. The product is [CH2:17]([C@H:19]1[C@@H:23]([C:24]2[N:28]3[C:29]4[CH:35]=[CH:34][N:33]([S:36]([C:39]5[CH:40]=[CH:41][C:42]([CH3:43])=[CH:44][CH:45]=5)(=[O:37])=[O:38])[C:30]=4[N:31]=[CH:32][C:27]3=[N:26][N:25]=2)[CH2:22]/[C:21](=[CH:11]/[C:12]([O:14][CH2:15][CH3:16])=[O:13])/[CH2:20]1)[CH3:18]. (4) The reactants are [OH:1][CH:2]1[CH2:5][O:4][CH2:3]1.CC([O-])(C)C.[K+].Cl[C:13]1[C:18]([C:19]([NH:21][CH2:22][C:23]2[CH:28]=[CH:27][CH:26]=[C:25]([F:29])[CH:24]=2)=[O:20])=[C:17]([CH3:30])[CH:16]=[C:15]([N:31]2[CH2:36][CH2:35][O:34][CH2:33][CH2:32]2)[N:14]=1.O. The catalyst is C1COCC1. The product is [F:29][C:25]1[CH:24]=[C:23]([CH2:22][NH:21][C:19]([C:18]2[C:13]([O:1][CH:2]3[CH2:5][O:4][CH2:3]3)=[N:14][C:15]([N:31]3[CH2:36][CH2:35][O:34][CH2:33][CH2:32]3)=[CH:16][C:17]=2[CH3:30])=[O:20])[CH:28]=[CH:27][CH:26]=1. The yield is 0.840. (5) The reactants are [S:1]([O:6]C)([O:4][CH3:5])(=[O:3])=[O:2].[CH3:8][N:9]([CH3:11])[CH3:10]. The catalyst is O. The product is [S:1]([O-:6])([O-:4])(=[O:3])=[O:2].[CH3:8][N+:9]([CH3:5])([CH3:11])[CH3:10].[CH3:8][N+:9]([CH3:5])([CH3:11])[CH3:10]. The yield is 0.970. (6) The reactants are [N:1]12[CH2:8][CH2:7][C:4]([C:9]([C:17]3[CH:22]=[CH:21][CH:20]=[CH:19][CH:18]=3)([C:11]3[CH:16]=[CH:15][CH:14]=[CH:13][CH:12]=3)[OH:10])([CH2:5][CH2:6]1)[CH2:3][CH2:2]2.[Br:23][CH2:24][CH2:25][O:26][CH2:27][C:28]1[CH:37]=[CH:36][C:35]2[C:30](=[CH:31][CH:32]=[CH:33][CH:34]=2)[CH:29]=1. The catalyst is CC#N.C(Cl)(Cl)Cl. The product is [Br-:23].[OH:10][C:9]([C:17]1[CH:22]=[CH:21][CH:20]=[CH:19][CH:18]=1)([C:11]1[CH:12]=[CH:13][CH:14]=[CH:15][CH:16]=1)[C:4]12[CH2:5][CH2:6][N+:1]([CH2:24][CH2:25][O:26][CH2:27][C:28]3[CH:37]=[CH:36][C:35]4[C:30](=[CH:31][CH:32]=[CH:33][CH:34]=4)[CH:29]=3)([CH2:2][CH2:3]1)[CH2:8][CH2:7]2. The yield is 0.840. (7) The reactants are [Cl:1][C:2]1[CH:3]=[C:4]([CH:13]=[CH:14][CH:15]=1)[O:5][C:6]1[CH:12]=[CH:11][C:9]([NH2:10])=[CH:8][CH:7]=1.[CH:16]1([CH:22]=O)[CH2:21][CH2:20][CH2:19][CH2:18][CH2:17]1.[O:24]1[CH:29]=[CH:28][CH2:27][CH2:26][CH2:25]1. The catalyst is CC#N. The product is [Cl:1][C:2]1[CH:3]=[C:4]([CH:13]=[CH:14][CH:15]=1)[O:5][C:6]1[CH:12]=[CH:11][C:9]2[NH:10][CH:22]([CH:16]3[CH2:17][CH2:18][CH2:19][CH2:20][CH2:21]3)[CH:26]3[CH2:27][CH2:28][CH2:29][O:24][CH:25]3[C:8]=2[CH:7]=1. The yield is 0.340. (8) The reactants are [Br:1][C:2]1[CH:10]=[CH:9][C:8]([O:11][CH3:12])=[CH:7][C:3]=1[C:4](Cl)=[O:5].[CH3:13][Zn]C. The catalyst is C1(C)C=CC=CC=1. The product is [Br:1][C:2]1[CH:10]=[CH:9][C:8]([O:11][CH3:12])=[CH:7][C:3]=1[C:4](=[O:5])[CH3:13]. The yield is 0.990. (9) The reactants are [C:1]([C:4]1[C:22](=[O:23])[C@@:8]2([CH3:24])[C:9]3[C:15]([OH:16])=[CH:14][C:13]([O:17][CH3:18])=[C:12]([C:19]([NH2:21])=[O:20])[C:10]=3[O:11][C:7]2=[CH:6][C:5]=1[OH:25])(=[O:3])[CH3:2].[CH:26](=O)[C:27]1[C:28]([O:33][CH3:34])=[CH:29][CH:30]=[CH:31][CH:32]=1.C([SiH](CC)CC)C.FC(F)(F)C(O)=O. The catalyst is C1(C)C=CC=CC=1. The product is [C:1]([C:4]1[C:22](=[O:23])[C@@:8]2([CH3:24])[C:9]3[C:15]([OH:16])=[CH:14][C:13]([O:17][CH3:18])=[C:12]([C:19]([NH:21][CH2:26][C:27]4[CH:32]=[CH:31][CH:30]=[CH:29][C:28]=4[O:33][CH3:34])=[O:20])[C:10]=3[O:11][C:7]2=[CH:6][C:5]=1[OH:25])(=[O:3])[CH3:2]. The yield is 0.620. (10) The reactants are [CH2:1]([OH:11])[CH2:2][CH2:3][CH2:4][CH2:5][CH2:6][CH2:7][CH2:8][CH2:9][OH:10].O=[CH:13][C@@H:14]([C@@H:16]([C@H:18]([C@H:20]([CH3:22])[OH:21])[OH:19])[OH:17])[OH:15]. The catalyst is O1CCOCC1. The product is [O:11]([CH2:1][CH2:2][CH2:3][CH2:4][CH2:5][CH2:6][CH2:7][CH2:8][CH2:9][OH:10])[CH:13]1[O:21][C@@H:20]([CH3:22])[C@H:18]([OH:19])[C@@H:16]([OH:17])[C@H:14]1[OH:15]. The yield is 0.170.